This data is from Full USPTO retrosynthesis dataset with 1.9M reactions from patents (1976-2016). The task is: Predict the reactants needed to synthesize the given product. (1) Given the product [O:22]1[C:23]2[CH:29]=[CH:28][CH:27]=[CH:26][C:24]=2[N:25]=[C:21]1[O:19][C:16]1[CH:17]=[CH:18][C:13]([O:12][CH2:11][CH2:10][N:7]2[CH2:6][CH2:5][CH:4]([CH2:3][OH:2])[CH2:9][CH2:8]2)=[CH:14][CH:15]=1, predict the reactants needed to synthesize it. The reactants are: N.[OH:2][CH2:3][CH:4]1[CH2:9][CH2:8][N:7]([CH2:10][CH2:11][O:12][C:13]2[CH:18]=[CH:17][C:16]([OH:19])=[CH:15][CH:14]=2)[CH2:6][CH2:5]1.Cl[C:21]1[O:22][C:23]2[CH:29]=[CH:28][CH:27]=[CH:26][C:24]=2[N:25]=1.C([O-])([O-])=O.[Cs+].[Cs+]. (2) Given the product [NH2:8][CH2:9][CH:10]1[CH2:11][CH2:12][N:13]([CH2:27][CH:25]([OH:26])[CH2:24][N:20]2[CH:21]=[CH:22][N:23]=[C:19]2[N+:16]([O-:18])=[O:17])[CH2:14][CH2:15]1, predict the reactants needed to synthesize it. The reactants are: C(=[N:8]/[CH2:9][CH:10]1[CH2:15][CH2:14][NH:13][CH2:12][CH2:11]1)\C1C=CC=CC=1.[N+:16]([C:19]1[N:20]([CH2:24][CH:25]2[CH2:27][O:26]2)[CH:21]=[CH:22][N:23]=1)([O-:18])=[O:17].